This data is from Full USPTO retrosynthesis dataset with 1.9M reactions from patents (1976-2016). The task is: Predict the reactants needed to synthesize the given product. (1) Given the product [Cl:1][C:2]1[CH:3]=[C:4]([NH:10][C@H:11]([CH3:12])[C:13]([OH:15])=[O:14])[CH:5]=[CH:6][C:7]=1[Cl:8], predict the reactants needed to synthesize it. The reactants are: [Cl:1][C:2]1[CH:3]=[C:4](I)[CH:5]=[CH:6][C:7]=1[Cl:8].[NH2:10][C@@H:11]([C:13]([OH:15])=[O:14])[CH3:12].C1(NN=CC2C=CC=CC=2O)C=CC=CC=1.P([O-])([O-])([O-])=O.[K+].[K+].[K+].Cl. (2) Given the product [CH3:48][O:49][C:50]1[CH:51]=[CH:52][C:53]([CH2:54][N:55]([CH:70]([CH3:71])[CH3:72])[CH2:56][CH2:57][C@H:58]([NH:32][C:14]([C:13]2[CH:12]=[C:11]3[C:7]([CH:8]=[N:9][N:10]3[CH2:17][CH:18]([CH3:20])[CH3:19])=[CH:6][C:5]=2[O:4][C:3]2[CH:21]=[CH:22][C:23]([F:25])=[CH:24][C:2]=2[F:1])=[O:15])[C:63]([O:65][CH3:66])=[O:64])=[CH:73][CH:74]=1, predict the reactants needed to synthesize it. The reactants are: [F:1][C:2]1[CH:24]=[C:23]([F:25])[CH:22]=[CH:21][C:3]=1[O:4][C:5]1[CH:6]=[C:7]2[C:11](=[CH:12][C:13]=1[C:14](O)=[O:15])[N:10]([CH2:17][CH:18]([CH3:20])[CH3:19])[N:9]=[CH:8]2.C1C=CC2N(O)N=[N:32]C=2C=1.CCN=C=NCCCN(C)C.Cl.[CH3:48][O:49][C:50]1[CH:74]=[CH:73][C:53]([CH2:54][N:55]([CH:70]([CH3:72])[CH3:71])[CH2:56][CH2:57][C@H:58]([C:63]([O:65][C:66](C)(C)C)=[O:64])C(OC)=O)=[CH:52][CH:51]=1.C(N(CC)CC)C.